Dataset: Catalyst prediction with 721,799 reactions and 888 catalyst types from USPTO. Task: Predict which catalyst facilitates the given reaction. (1) Reactant: [Cl:1][C:2]1[CH:3]=[C:4]2[C:9](=[CH:10][C:11]=1[O:12][C:13]1[CH:18]=[CH:17][C:16]([C:19](=[O:32])[NH:20][CH:21]([CH2:30][OH:31])[CH2:22][C:23]3[CH:28]=[CH:27][C:26]([Cl:29])=[CH:25][CH:24]=3)=[CH:15][CH:14]=1)[O:8][CH2:7][CH2:6][CH:5]2[C:33]([O:35]CC)=[O:34].[OH-].[Na+]. Product: [Cl:1][C:2]1[CH:3]=[C:4]2[C:9](=[CH:10][C:11]=1[O:12][C:13]1[CH:18]=[CH:17][C:16]([C:19](=[O:32])[NH:20][CH:21]([CH2:30][OH:31])[CH2:22][C:23]3[CH:28]=[CH:27][C:26]([Cl:29])=[CH:25][CH:24]=3)=[CH:15][CH:14]=1)[O:8][CH2:7][CH2:6][CH:5]2[C:33]([OH:35])=[O:34]. The catalyst class is: 219. (2) Reactant: CO[C:3](=[O:23])[C:4]([C:6]1[C:14]2[C:9](=[CH:10][C:11]([O:15][CH2:16][C:17]3[CH:22]=[CH:21][CH:20]=[CH:19][CH:18]=3)=[CH:12][CH:13]=2)[NH:8][CH:7]=1)=O.[CH3:24][N:25]1[C:33]2[C:28](=[CH:29][CH:30]=[CH:31][C:32]=2[CH2:34][C:35]([NH2:37])=[O:36])[CH:27]=[CH:26]1.C(O[K])(C)(C)C. Product: [CH2:16]([O:15][C:11]1[CH:10]=[C:9]2[C:14]([C:6]([C:4]3[C:3](=[O:23])[NH:37][C:35](=[O:36])[C:34]=3[C:32]3[CH:31]=[CH:30][CH:29]=[C:28]4[C:33]=3[N:25]([CH3:24])[CH:26]=[CH:27]4)=[CH:7][NH:8]2)=[CH:13][CH:12]=1)[C:17]1[CH:18]=[CH:19][CH:20]=[CH:21][CH:22]=1. The catalyst class is: 1. (3) Reactant: [C@@H:1]12[C:10](=[O:11])[O:9][C:7](=O)[C@H:2]1[CH2:3][CH2:4][CH2:5][CH2:6]2.C(N(CC)C(C)C)(C)C.[F:21][C:22]1[CH:34]=[CH:33][C:25]([CH2:26][N:27]2[CH2:32][CH2:31][NH:30][CH2:29][CH2:28]2)=[CH:24][CH:23]=1.Cl.[NH2:36][CH2:37][C:38]#[N:39].ON1C2C=CC=CC=2N=N1.Cl.CN(C)CCCN=C=NCC. Product: [C:37]([CH2:38][NH:39][C:7]([C@@H:2]1[CH2:3][CH2:4][CH2:5][CH2:6][C@H:1]1[C:10]([N:30]1[CH2:31][CH2:32][N:27]([CH2:26][C:25]2[CH:33]=[CH:34][C:22]([F:21])=[CH:23][CH:24]=2)[CH2:28][CH2:29]1)=[O:11])=[O:9])#[N:36]. The catalyst class is: 7. (4) Reactant: C[O:2][C:3]([C@@H:5]1[CH2:9][CH2:8][CH2:7][N:6]1[C:10](=[O:25])[C@@H:11]([NH:19][C:20]([O:22][CH2:23][CH3:24])=[O:21])[C:12]([S:15][CH:16]([CH3:18])[CH3:17])([CH3:14])[CH3:13])=[O:4].[Li+].[OH-].OS([O-])(=O)=O.[K+].C(OCC)(=O)C. Product: [CH2:23]([O:22][C:20]([NH:19][C@@H:11]([C:12]([S:15][CH:16]([CH3:17])[CH3:18])([CH3:13])[CH3:14])[C:10]([N:6]1[CH2:7][CH2:8][CH2:9][C@H:5]1[C:3]([OH:4])=[O:2])=[O:25])=[O:21])[CH3:24]. The catalyst class is: 24. (5) Reactant: [CH2:1]([C:3]1[C:8]([O:9][CH2:10][C:11]([O:13][CH3:14])=[O:12])=[CH:7][CH:6]=[C:5]([CH3:15])[N:4]=1)[CH3:2].C1C=C(Cl)C=C(C(OO)=[O:24])C=1. Product: [CH2:1]([C:3]1[C:8]([O:9][CH2:10][C:11]([O:13][CH3:14])=[O:12])=[CH:7][CH:6]=[C:5]([CH3:15])[N+:4]=1[O-:24])[CH3:2]. The catalyst class is: 2. (6) Reactant: [CH2:1]([OH:7])[CH2:2][CH2:3]/[CH:4]=[CH:5]/[CH3:6].[H-].[Na+].Cl[S:11]([N:14]=C=O)(=[O:13])=[O:12].C(O)=O. Product: [S:11](=[O:13])(=[O:12])([O:7][CH2:1][CH2:2][CH2:3]/[CH:4]=[CH:5]/[CH3:6])[NH2:14]. The catalyst class is: 705. (7) Reactant: C[O:2][C:3]1[C:4]([CH3:12])=[C:5]2[C:9](=[CH:10][CH:11]=1)[NH:8][CH:7]=[CH:6]2.B(Br)(Br)Br.C(=O)(O)[O-].[Na+]. Product: [CH3:12][C:4]1[C:3]([OH:2])=[CH:11][CH:10]=[C:9]2[C:5]=1[CH:6]=[CH:7][NH:8]2. The catalyst class is: 2. (8) The catalyst class is: 2. Reactant: [C:1]1([C:7](=[N:14][CH2:15][C:16]([O:18][CH2:19][CH3:20])=[O:17])[C:8]2[CH:13]=[CH:12][CH:11]=[CH:10][CH:9]=2)[CH:6]=[CH:5][CH:4]=[CH:3][CH:2]=1.[OH-].[Na+].[F:23][C:24]([F:33])([F:32])/[CH:25]=[CH:26]/[C:27]([O:29][CH2:30][CH3:31])=[O:28]. Product: [C:1]1([C:7](=[N:14][CH:15]([CH:25]([C:24]([F:23])([F:32])[F:33])[CH2:26][C:27]([O:29][CH2:30][CH3:31])=[O:28])[C:16]([O:18][CH2:19][CH3:20])=[O:17])[C:8]2[CH:9]=[CH:10][CH:11]=[CH:12][CH:13]=2)[CH:2]=[CH:3][CH:4]=[CH:5][CH:6]=1. (9) Product: [CH2:32]([N:16]([C@@H:14]([CH3:15])[CH2:13][N:10]1[CH:11]=[CH:12][C:8]([C:5]2[CH:4]=[CH:3][C:2]([F:1])=[CH:7][N:6]=2)=[N:9]1)[C:17](=[O:29])[C:18]1[CH:23]=[CH:22][CH:21]=[CH:20][C:19]=1[N:24]1[N:28]=[CH:27][CH:26]=[N:25]1)[CH3:33]. The catalyst class is: 3. Reactant: [F:1][C:2]1[CH:3]=[CH:4][C:5]([C:8]2[CH:12]=[CH:11][N:10]([CH2:13][C@@H:14]([NH:16][C:17](=[O:29])[C:18]3[CH:23]=[CH:22][CH:21]=[CH:20][C:19]=3[N:24]3[N:28]=[CH:27][CH:26]=[N:25]3)[CH3:15])[N:9]=2)=[N:6][CH:7]=1.[H-].[Na+].[CH2:32](I)[CH3:33].O. (10) Reactant: [NH2:1][CH2:2][C@@H:3]([C@H:5]([C@@H:7]([C@@H:9]([CH2:11][OH:12])[OH:10])[OH:8])[OH:6])[OH:4].[CH3:13][C:14]([O:17][C:18]([NH:20][C@H:21]([C:37](ON1C(=O)CCC1=O)=[O:38])[CH2:22][CH2:23][CH2:24][CH2:25][NH:26][C:27]([O:29][CH2:30][C:31]1[CH:36]=[CH:35][CH:34]=[CH:33][CH:32]=1)=[O:28])=[O:19])([CH3:16])[CH3:15].C1COCC1.O. Product: [C:14]([O:17][C:18]([NH:20][CH:21]([CH2:22][CH2:23][CH2:24][CH2:25][NH:26][C:27]([O:29][CH2:30][C:31]1[CH:32]=[CH:33][CH:34]=[CH:35][CH:36]=1)=[O:28])[C:37]([NH:1][CH2:2][CH:3]([OH:4])[CH:5]([OH:6])[CH:7]([OH:8])[CH:9]([OH:10])[CH2:11][OH:12])=[O:38])=[O:19])([CH3:16])([CH3:13])[CH3:15]. The catalyst class is: 28.